From a dataset of Reaction yield outcomes from USPTO patents with 853,638 reactions. Predict the reaction yield, written as a fraction of the theoretical maximum amount of product (1.0 means a 100% yield; for example, 0.34 means a 34% yield). The reactants are C[O:2][C:3](=O)[C:4]1[CH:9]=[CH:8][C:7]([CH2:10][N:11]([CH2:22][C:23]2[NH:27][C:26]3[CH:28]=[CH:29][CH:30]=[CH:31][C:25]=3[N:24]=2)[CH:12]2[C:21]3[N:20]=[CH:19][CH:18]=[CH:17][C:16]=3[CH2:15][CH2:14][CH2:13]2)=[CH:6][CH:5]=1.O.[NH2:34][NH2:35].C(=O)(O)[O-].[Na+]. The catalyst is C(O)C. The product is [NH:24]1[C:25]2[CH:31]=[CH:30][CH:29]=[CH:28][C:26]=2[N:27]=[C:23]1[CH2:22][N:11]([CH2:10][C:7]1[CH:6]=[CH:5][C:4]([C:3]([NH:34][NH2:35])=[O:2])=[CH:9][CH:8]=1)[CH:12]1[C:21]2[N:20]=[CH:19][CH:18]=[CH:17][C:16]=2[CH2:15][CH2:14][CH2:13]1. The yield is 0.610.